Dataset: Forward reaction prediction with 1.9M reactions from USPTO patents (1976-2016). Task: Predict the product of the given reaction. Given the reactants [Cl:1][C:2]1[CH:3]=[C:4]([CH:26]=[CH:27][C:28]=1[O:29][CH3:30])[CH2:5][NH:6][C:7]1[C:8]2[C:21]3[CH2:22][CH2:23][CH2:24][CH2:25][C:20]=3[S:19][C:9]=2[N:10]=[C:11]([CH2:13][CH2:14][C:15]([O:17]C)=[O:16])[N:12]=1.[OH-].[Na+].Cl, predict the reaction product. The product is: [Cl:1][C:2]1[CH:3]=[C:4]([CH:26]=[CH:27][C:28]=1[O:29][CH3:30])[CH2:5][NH:6][C:7]1[C:8]2[C:21]3[CH2:22][CH2:23][CH2:24][CH2:25][C:20]=3[S:19][C:9]=2[N:10]=[C:11]([CH2:13][CH2:14][C:15]([OH:17])=[O:16])[N:12]=1.